Dataset: Catalyst prediction with 721,799 reactions and 888 catalyst types from USPTO. Task: Predict which catalyst facilitates the given reaction. (1) Reactant: [F:1][C:2]1[CH:3]=[CH:4][C:5]([O:28][CH3:29])=[C:6]([C:8]2[CH:13]=[CH:12][N:11]=[C:10]3[N:14]([S:18]([C:21]4[CH:27]=[CH:26][C:24]([CH3:25])=[CH:23][CH:22]=4)(=[O:20])=[O:19])[C:15](I)=[CH:16][C:9]=23)[CH:7]=1.C([Li])CCC.[S:35]1(=[O:43])(=[O:42])[CH2:40][CH2:39][C:38](=[O:41])[CH2:37][CH2:36]1. Product: [F:1][C:2]1[CH:3]=[CH:4][C:5]([O:28][CH3:29])=[C:6]([C:8]2[CH:13]=[CH:12][N:11]=[C:10]3[N:14]([S:18]([C:21]4[CH:27]=[CH:26][C:24]([CH3:25])=[CH:23][CH:22]=4)(=[O:20])=[O:19])[C:15]([C:38]4([OH:41])[CH2:39][CH2:40][S:35](=[O:43])(=[O:42])[CH2:36][CH2:37]4)=[CH:16][C:9]=23)[CH:7]=1. The catalyst class is: 7. (2) Reactant: Br[C:2]1[CH:7]=[CH:6][C:5]([Br:8])=[CH:4][C:3]=1[NH:9][C:10](=[S:22])[C:11]1[CH:16]=[CH:15][C:14]([S:17]([CH3:20])(=[O:19])=[O:18])=[CH:13][C:12]=1[F:21].[H-].[Na+]. Product: [Br:8][C:5]1[CH:6]=[CH:7][C:2]2[S:22][C:10]([C:11]3[CH:16]=[CH:15][C:14]([S:17]([CH3:20])(=[O:19])=[O:18])=[CH:13][C:12]=3[F:21])=[N:9][C:3]=2[CH:4]=1. The catalyst class is: 264. (3) Reactant: I[C:2]1[CH:20]=[CH:19][C:5]([O:6][C:7]2[CH:12]=[N:11][CH:10]=[C:9]3[S:13][C:14]([C:16](N)=[O:17])=[CH:15][C:8]=23)=[CH:4][CH:3]=1.[H][H].CC[O:25]C(C)=O. Product: [O:6]([C:7]1[CH:12]=[N:11][CH:10]=[C:9]2[S:13][C:14]([C:16]([OH:25])=[O:17])=[CH:15][C:8]=12)[C:5]1[CH:19]=[CH:20][CH:2]=[CH:3][CH:4]=1. The catalyst class is: 19. (4) Reactant: [NH2:1][CH:2]([C:18]1[N:22]([CH3:23])[CH:21]=[N:20][CH:19]=1)[C:3]1[CH:8]=[C:7]([C:9]2[CH:14]=[CH:13][CH:12]=[CH:11][C:10]=2[CH3:15])[C:6]([C:16]#[N:17])=[CH:5][CH:4]=1.[N+:24]([C:27]1[CH:34]=[CH:33][C:30]([CH:31]=O)=[CH:29][CH:28]=1)([O-:26])=[O:25].C(O)(=O)C.C(O[BH-](OC(=O)C)OC(=O)C)(=O)C.[Na+]. Product: [CH3:15][C:10]1[CH:11]=[CH:12][CH:13]=[CH:14][C:9]=1[C:7]1[C:6]([C:16]#[N:17])=[CH:5][CH:4]=[C:3]([CH:2]([C:18]2[N:22]([CH3:23])[CH:21]=[N:20][CH:19]=2)[NH:1][CH2:31][C:30]2[CH:33]=[CH:34][C:27]([N+:24]([O-:26])=[O:25])=[CH:28][CH:29]=2)[CH:8]=1. The catalyst class is: 756. (5) Reactant: [CH2:1](I)[CH3:2].[Br:4][C:5]1[C:10]([F:11])=[CH:9][N:8]=[C:7]([OH:12])[CH:6]=1. Product: [Br:4][C:5]1[C:10]([F:11])=[CH:9][N:8]=[C:7]([O:12][CH2:1][CH3:2])[CH:6]=1. The catalyst class is: 2. (6) Reactant: [CH:1]1[CH:6]=[C:5]2[C:7]3[N:22]=[C:21]([C:4]2=[CH:3][CH:2]=1)[N:20]=[C:19]1[C:23]2[C:28]([C:17](=[N:18]1)[N:16]=[C:15]1[C:29]4[C:34]([C:13](=[N:14]1)[N:12]=[C:11]1[C:35]5[C:40]([C:9](=[N:10]1)[N:8]=3)=[CH:39][CH:38]=[CH:37][CH:36]=5)=[CH:33][CH:32]=[CH:31][CH:30]=4)=[CH:27][CH:26]=[CH:25][CH:24]=2.[Cu:41]. Product: [CH:25]1[CH:24]=[C:23]2[C:19]3[N-:18][C:17]([C:28]2=[CH:27][CH:26]=1)=[N:16][C:15]1=[N:14][C:13]([C:34]2[C:29]1=[CH:30][CH:31]=[CH:32][CH:33]=2)=[N:12][C:11]1[N-:10][C:9](=[C:40]2[C:35]=1[CH:36]=[CH:37][CH:38]=[CH:39]2)[N:8]=[C:7]1[C:5]2[C:4]([C:21](=[N:22]1)[N:20]=3)=[CH:3][CH:2]=[CH:1][CH:6]=2.[Cu:41]. The catalyst class is: 831.